The task is: Predict the product of the given reaction.. This data is from Forward reaction prediction with 1.9M reactions from USPTO patents (1976-2016). Given the reactants C(O[C:4]([C:6]1([CH2:12][CH2:13]OC)[CH2:11][CH2:10][NH:9][CH2:8][CH2:7]1)=[O:5])C.[C:16]([CH2:20][C:21](Cl)=[O:22])([CH3:19])([CH3:18])[CH3:17].[CH:24]1([C:27]2[CH:33]=[CH:32][C:30]([NH2:31])=[CH:29][CH:28]=2)[CH2:26][CH2:25]1, predict the reaction product. The product is: [CH:24]1([C:27]2[CH:33]=[CH:32][C:30]([N:31]3[CH2:13][CH2:12][C:6]4([CH2:7][CH2:8][N:9]([C:21](=[O:22])[CH2:20][C:16]([CH3:19])([CH3:18])[CH3:17])[CH2:10][CH2:11]4)[C:4]3=[O:5])=[CH:29][CH:28]=2)[CH2:26][CH2:25]1.